From a dataset of Catalyst prediction with 721,799 reactions and 888 catalyst types from USPTO. Predict which catalyst facilitates the given reaction. (1) Reactant: [C:1]([NH:11][C@H:12]([C:15]([OH:17])=[O:16])[CH2:13]Cl)([O:3][CH2:4][C:5]1[CH:10]=[CH:9][CH:8]=[CH:7][CH:6]=1)=[O:2].C(=O)([O-])O.[Na+].[C:23]1([SH:29])[CH:28]=[CH:27][CH:26]=[CH:25][CH:24]=1.Cl. Product: [C:1]([NH:11][C@H:12]([C:15]([OH:17])=[O:16])[CH2:13][S:29][C:23]1[CH:28]=[CH:27][CH:26]=[CH:25][CH:24]=1)([O:3][CH2:4][C:5]1[CH:10]=[CH:9][CH:8]=[CH:7][CH:6]=1)=[O:2]. The catalyst class is: 6. (2) The catalyst class is: 22. Reactant: [C:1]([O:5][C:6]([N:8]([CH2:27][CH2:28][CH3:29])[C@@H:9]([CH2:13][CH2:14][C:15]1[N:19]([CH2:20][CH2:21][CH3:22])[C:18]2[CH:23]=[CH:24][CH:25]=[CH:26][C:17]=2[N:16]=1)[C:10](O)=[O:11])=[O:7])([CH3:4])([CH3:3])[CH3:2].CCN=C=NCCCN(C)C.Cl.[CH2:42]([O:49][NH2:50])[C:43]1[CH:48]=[CH:47][CH:46]=[CH:45][CH:44]=1. Product: [C:1]([O:5][C:6]([N:8]([CH2:27][CH2:28][CH3:29])[C@@H:9]([CH2:13][CH2:14][C:15]1[N:19]([CH2:20][CH2:21][CH3:22])[C:18]2[CH:23]=[CH:24][CH:25]=[CH:26][C:17]=2[N:16]=1)[C:10]([NH:50][O:49][CH2:42][C:43]1[CH:48]=[CH:47][CH:46]=[CH:45][CH:44]=1)=[O:11])=[O:7])([CH3:4])([CH3:2])[CH3:3]. (3) Reactant: [CH3:1][C@@H:2]1[N:7](C(OC(C)(C)C)=O)[CH2:6][C:5]2[C:15]([CH:18]3[CH2:22][CH2:21][CH2:20][O:19]3)=[N:16][NH:17][C:4]=2[CH2:3]1.Cl.O1CCOCC1. Product: [CH3:1][C@@H:2]1[NH:7][CH2:6][C:5]2[C:15]([CH:18]3[CH2:22][CH2:21][CH2:20][O:19]3)=[N:16][NH:17][C:4]=2[CH2:3]1. The catalyst class is: 12. (4) Product: [F:15][C:11]1[CH:10]=[C:9]([CH:14]=[CH:13][CH:12]=1)[CH2:8][C:7]1[C:2]([O:22][CH3:21])=[N:3][CH:4]=[N:5][C:6]=1[N:16]1[CH2:20][CH2:19][CH2:18][CH2:17]1. The catalyst class is: 83. Reactant: Cl[C:2]1[C:7]([CH2:8][C:9]2[CH:14]=[CH:13][CH:12]=[C:11]([F:15])[CH:10]=2)=[C:6]([N:16]2[CH2:20][CH2:19][CH2:18][CH2:17]2)[N:5]=[CH:4][N:3]=1.[CH3:21][O-:22].[Na+]. (5) Reactant: [CH:1]1[CH:9]=[C:8](Cl)[C:7]2[C:3](=[N:4][O:5][N:6]=2)[C:2]=1[N+:11]([O-:13])=[O:12].C([O-])(O)=O.[Na+].[NH2:19][CH2:20][CH2:21][CH2:22][CH2:23][CH2:24][CH2:25][CH2:26][C:27]([OH:29])=[O:28]. Product: [N+:11]([C:2]1[C:3]2[C:7](=[N:6][O:5][N:4]=2)[C:8]([NH:19][CH2:20][CH2:21][CH2:22][CH2:23][CH2:24][CH2:25][CH2:26][C:27]([OH:29])=[O:28])=[CH:9][CH:1]=1)([O-:13])=[O:12]. The catalyst class is: 5. (6) Reactant: [Cl:1][C:2]1[N:7]=[C:6]2[NH:8][N:9]=[C:10]([OH:11])[C:5]2=[C:4]([CH3:12])[CH:3]=1.[N:13]([CH2:16][CH2:17][C:18]1[S:19][CH:20]=[CH:21][CH:22]=1)=[C:14]=[O:15]. Product: [S:19]1[CH:20]=[CH:21][CH:22]=[C:18]1[CH2:17][CH2:16][NH:13][C:14]([N:9]1[C:10](=[O:11])[C:5]2[C:6](=[N:7][C:2]([Cl:1])=[CH:3][C:4]=2[CH3:12])[NH:8]1)=[O:15]. The catalyst class is: 1. (7) Reactant: [CH2:1]([N:8]([C:21]([O:23][C:24]([CH3:27])([CH3:26])[CH3:25])=[O:22])[CH:9]1[CH2:15][CH2:14][CH2:13][C:12]2[CH:16]=[CH:17][C:18]([OH:20])=[CH:19][C:11]=2[CH2:10]1)[C:2]1[CH:7]=[CH:6][CH:5]=[CH:4][CH:3]=1.N1C(C)=CC=CC=1C.[F:36][C:37]([F:50])([F:49])[S:38](O[S:38]([C:37]([F:50])([F:49])[F:36])(=[O:40])=[O:39])(=[O:40])=[O:39]. Product: [CH2:1]([N:8]([CH:9]1[CH2:15][CH2:14][CH2:13][C:12]2[CH:16]=[CH:17][C:18]([O:20][S:38]([C:37]([F:50])([F:49])[F:36])(=[O:40])=[O:39])=[CH:19][C:11]=2[CH2:10]1)[C:21]([O:23][C:24]([CH3:27])([CH3:26])[CH3:25])=[O:22])[C:2]1[CH:3]=[CH:4][CH:5]=[CH:6][CH:7]=1. The catalyst class is: 4.